Dataset: Full USPTO retrosynthesis dataset with 1.9M reactions from patents (1976-2016). Task: Predict the reactants needed to synthesize the given product. (1) Given the product [F:1][C:2]1[CH:3]=[C:4]([C:8]2[O:31][C:12]3([CH2:17][CH2:16][N:15]([C:18]([C:19]4[CH:24]=[CH:23][C:22]([O:25][CH:26]([CH3:28])[CH3:27])=[C:21]([CH3:29])[CH:20]=4)=[O:30])[CH2:14][CH2:13]3)[CH2:11][CH:10]([OH:32])[CH:9]=2)[CH:5]=[N:6][CH:7]=1, predict the reactants needed to synthesize it. The reactants are: [F:1][C:2]1[CH:3]=[C:4]([C:8]2[O:31][C:12]3([CH2:17][CH2:16][N:15]([C:18](=[O:30])[C:19]4[CH:24]=[CH:23][C:22]([O:25][CH:26]([CH3:28])[CH3:27])=[C:21]([CH3:29])[CH:20]=4)[CH2:14][CH2:13]3)[CH2:11][C:10](=[O:32])[CH:9]=2)[CH:5]=[N:6][CH:7]=1.[BH4-].[Na+].[Cl-].[NH4+]. (2) Given the product [N:33]1[CH:28]=[CH:29][CH:30]=[CH:31][C:34]=1[NH:36][CH2:37][CH2:38][CH2:39][O:1][C:2]1[CH:3]=[C:4]2[C:8](=[CH:9][CH:10]=1)[NH:7][C:6]([CH:11]1[CH2:13][CH:12]1[C:14]([O:16][CH2:17][CH3:18])=[O:15])=[CH:5]2, predict the reactants needed to synthesize it. The reactants are: [OH:1][C:2]1[CH:3]=[C:4]2[C:8](=[CH:9][CH:10]=1)[NH:7][C:6]([CH:11]1[CH2:13][CH:12]1[C:14]([O:16][CH2:17][CH3:18])=[O:15])=[CH:5]2.[CH2:28](P([CH2:28][CH2:29][CH2:30][CH3:31])[CH2:28][CH2:29][CH2:30][CH3:31])[CH2:29][CH2:30][CH3:31].[N:33]([C:34]([N:36]1CC[CH2:39][CH2:38][CH2:37]1)=O)=[N:33][C:34]([N:36]1CC[CH2:39][CH2:38][CH2:37]1)=O. (3) Given the product [C:9]([C:8]1[CH:11]=[CH:12][C:5]([O:4][CH2:3][C:2]([NH:1][C:15](=[O:16])[O:17][C:18]([CH3:21])([CH3:20])[CH3:19])([CH3:14])[CH3:13])=[CH:6][CH:7]=1)#[N:10], predict the reactants needed to synthesize it. The reactants are: [NH2:1][C:2]([CH3:14])([CH3:13])[CH2:3][O:4][C:5]1[CH:12]=[CH:11][C:8]([C:9]#[N:10])=[CH:7][CH:6]=1.[C:15](O[C:15]([O:17][C:18]([CH3:21])([CH3:20])[CH3:19])=[O:16])([O:17][C:18]([CH3:21])([CH3:20])[CH3:19])=[O:16].O. (4) The reactants are: [Br:1][C:2]1[CH:3]=[CH:4][C:5]([OH:10])=[C:6]([CH:9]=1)[CH:7]=O.[NH2:11][CH2:12][CH2:13][OH:14].[BH4-].[Na+].[C:17](O[C:17]([O:19][C:20]([CH3:23])([CH3:22])[CH3:21])=[O:18])([O:19][C:20]([CH3:23])([CH3:22])[CH3:21])=[O:18]. Given the product [C:20]([O:19][C:17](=[O:18])[N:11]([CH2:7][C:6]1[CH:9]=[C:2]([Br:1])[CH:3]=[CH:4][C:5]=1[OH:10])[CH2:12][CH2:13][OH:14])([CH3:23])([CH3:22])[CH3:21], predict the reactants needed to synthesize it. (5) Given the product [C:12]([O:11][C:9]([N:18]1[CH2:26][CH2:25][CH:21]([C:22]([OH:24])=[O:23])[CH2:20][CH2:19]1)=[O:10])([CH3:13])([CH3:14])[CH3:15], predict the reactants needed to synthesize it. The reactants are: [C:9](O[C:9]([O:11][C:12]([CH3:15])([CH3:14])[CH3:13])=[O:10])([O:11][C:12]([CH3:15])([CH3:14])[CH3:13])=[O:10].[OH-].[Na+].[NH:18]1[CH2:26][CH2:25][CH:21]([C:22]([OH:24])=[O:23])[CH2:20][CH2:19]1.CO.